This data is from Forward reaction prediction with 1.9M reactions from USPTO patents (1976-2016). The task is: Predict the product of the given reaction. (1) Given the reactants [CH2:1]([O:3][C:4]1[CH:5]=[C:6]([C:13]2[O:17][N:16]=[C:15]([C:18]3[CH:26]=[CH:25][CH:24]=[C:23]4[C:19]=3[CH2:20][CH2:21][N:22]4[C:27]([NH:29][CH2:30][C:31]([O:33]CC)=[O:32])=[O:28])[N:14]=2)[CH:7]=[CH:8][C:9]=1[O:10][CH2:11][CH3:12])[CH3:2].C(C1C=CC(NC(=O)NCCC(OCC)=O)=CC=1)CCCCCCC, predict the reaction product. The product is: [CH2:1]([O:3][C:4]1[CH:5]=[C:6]([C:13]2[O:17][N:16]=[C:15]([C:18]3[CH:26]=[CH:25][CH:24]=[C:23]4[C:19]=3[CH2:20][CH2:21][N:22]4[C:27]([NH:29][CH2:30][C:31]([OH:33])=[O:32])=[O:28])[N:14]=2)[CH:7]=[CH:8][C:9]=1[O:10][CH2:11][CH3:12])[CH3:2]. (2) Given the reactants [OH:1][C:2]1[CH:10]=[CH:9][C:8]([CH:11]([CH2:13][CH2:14][CH2:15][CH2:16][CH2:17][CH2:18][CH2:19][CH2:20][CH2:21][CH2:22][CH2:23][CH2:24][CH3:25])[CH3:12])=[CH:7][C:3]=1[C:4]([OH:6])=[O:5].C(O)(=O)C1C(=CC=CC=1)O.C1(C)C(C)=CC=CC=1.[OH-].[Ca+2:45].[OH-], predict the reaction product. The product is: [CH3:12][CH:11]([C:8]1[CH:7]=[C:3]([C:4]([O-:6])=[O:5])[C:2]([OH:1])=[CH:10][CH:9]=1)[CH2:13][CH2:14][CH2:15][CH2:16][CH2:17][CH2:18][CH2:19][CH2:20][CH2:21][CH2:22][CH2:23][CH2:24][CH3:25].[Ca+2:45].[CH3:12][CH:11]([C:8]1[CH:7]=[C:3]([C:4]([O-:6])=[O:5])[C:2]([OH:1])=[CH:10][CH:9]=1)[CH2:13][CH2:14][CH2:15][CH2:16][CH2:17][CH2:18][CH2:19][CH2:20][CH2:21][CH2:22][CH2:23][CH2:24][CH3:25]. (3) Given the reactants Br[CH2:2][C:3](Br)=[O:4].[CH2:6]([NH:8][CH2:9][CH3:10])[CH3:7].[NH2:11][C:12]1[CH:17]=[CH:16][C:15]([CH3:18])=[CH:14][CH:13]=1.[F:19][C:20]1[CH:21]=[C:22]([S:26](Cl)(=[O:28])=[O:27])[CH:23]=[CH:24][CH:25]=1, predict the reaction product. The product is: [CH2:6]([N:8]([CH2:9][CH3:10])[C:3](=[O:4])[CH2:2][N:11]([S:26]([C:22]1[CH:23]=[CH:24][CH:25]=[C:20]([F:19])[CH:21]=1)(=[O:28])=[O:27])[C:12]1[CH:17]=[CH:16][C:15]([CH3:18])=[CH:14][CH:13]=1)[CH3:7]. (4) Given the reactants C[O:2][C:3](=[O:40])[C:4]1[CH:9]=[CH:8][C:7]([NH:10][C:11](=[O:35])[CH:12]([C:19]2[N:20]([C:28]3[CH:33]=[CH:32][C:31]([Cl:34])=[CH:30][CH:29]=3)[N:21]=[C:22]3[C:27]=2[CH2:26][CH2:25][CH2:24][CH2:23]3)[CH:13]2[CH2:18][CH2:17][CH2:16][CH2:15][CH2:14]2)=[C:6]([C:36]([F:39])([F:38])[F:37])[CH:5]=1.[OH-].[Li+], predict the reaction product. The product is: [Cl:34][C:31]1[CH:32]=[CH:33][C:28]([N:20]2[C:19]([CH:12]([CH:13]3[CH2:18][CH2:17][CH2:16][CH2:15][CH2:14]3)[C:11]([NH:10][C:7]3[CH:8]=[CH:9][C:4]([C:3]([OH:40])=[O:2])=[CH:5][C:6]=3[C:36]([F:38])([F:37])[F:39])=[O:35])=[C:27]3[C:22]([CH2:23][CH2:24][CH2:25][CH2:26]3)=[N:21]2)=[CH:29][CH:30]=1.